Predict the reaction yield, written as a fraction of the theoretical maximum amount of product (1.0 means a 100% yield; for example, 0.34 means a 34% yield). From a dataset of Reaction yield outcomes from USPTO patents with 853,638 reactions. (1) The reactants are [O:1]=[C:2]1[N:6]([CH:7]2[CH2:12][CH2:11][N:10]([CH2:13][C:14]([NH:16][C@H:17]3[CH2:26][CH2:25][C:24]4[C:19](=[CH:20][CH:21]=[C:22]([O:27]C)[CH:23]=4)[C@H:18]3[CH2:29][C:30]3[CH:31]=[N:32][CH:33]=[CH:34][CH:35]=3)=[O:15])[CH2:9][CH2:8]2)[C:5]2[CH:36]=[CH:37][CH:38]=[CH:39][C:4]=2[NH:3]1.B(Br)(Br)Br.CO.[Cl:46]CCl. No catalyst specified. The product is [ClH:46].[ClH:46].[O:1]=[C:2]1[N:6]([CH:7]2[CH2:8][CH2:9][N:10]([CH2:13][C:14]([NH:16][C@H:17]3[CH2:26][CH2:25][C:24]4[C:19](=[CH:20][CH:21]=[C:22]([OH:27])[CH:23]=4)[C@H:18]3[CH2:29][C:30]3[CH:31]=[N:32][CH:33]=[CH:34][CH:35]=3)=[O:15])[CH2:11][CH2:12]2)[C:5]2[CH:36]=[CH:37][CH:38]=[CH:39][C:4]=2[NH:3]1. The yield is 0.680. (2) The reactants are [NH:1]1[C:9]2[C:4](=[CH:5][CH:6]=[CH:7][CH:8]=2)[C:3]([C:10](=[O:30])[CH:11]([NH:18][C:19]2[CH:20]=[C:21]([CH:27]=[CH:28][CH:29]=2)[C:22]([O:24]CC)=[O:23])[C:12]2[CH:17]=[CH:16][CH:15]=[CH:14][CH:13]=2)=[CH:2]1.[OH-].[Li+]. The catalyst is C(O)C.O. The product is [NH:1]1[C:9]2[C:4](=[CH:5][CH:6]=[CH:7][CH:8]=2)[C:3]([C:10](=[O:30])[CH:11]([NH:18][C:19]2[CH:20]=[C:21]([CH:27]=[CH:28][CH:29]=2)[C:22]([OH:24])=[O:23])[C:12]2[CH:17]=[CH:16][CH:15]=[CH:14][CH:13]=2)=[CH:2]1. The yield is 0.160. (3) The product is [Cl:14][C:15]1[C:16]([N:21]2[C:25]([C:26]3[O:12][C:11](=[O:13])[C:10]4[C:2](=[CH:3][CH:4]=[C:5]5[CH:6]=[CH:7][NH:8][C:9]5=4)[N:1]=3)=[CH:24][C:23]([C:29]([F:32])([F:30])[F:31])=[N:22]2)=[N:17][CH:18]=[CH:19][CH:20]=1. The yield is 0.250. The catalyst is C(#N)C. The reactants are [NH2:1][C:2]1[C:10]([C:11]([OH:13])=[O:12])=[C:9]2[C:5]([CH:6]=[CH:7][NH:8]2)=[CH:4][CH:3]=1.[Cl:14][C:15]1[C:16]([N:21]2[C:25]([C:26](O)=O)=[CH:24][C:23]([C:29]([F:32])([F:31])[F:30])=[N:22]2)=[N:17][CH:18]=[CH:19][CH:20]=1.N1C=CC=CC=1.CS(Cl)(=O)=O. (4) The reactants are [C:1]([O-])([O-])=O.[K+].[K+].[Br:7][C:8]1[CH:9]=[C:10]([CH:12]=[CH:13][CH:14]=1)[NH2:11].[CH2:15](Br)[CH:16]=[CH2:17].[C:19](#N)[CH3:20]. The product is [Br:7][C:8]1[CH:9]=[C:10]([CH:12]=[CH:13][CH:14]=1)[N:11]([CH2:1][CH:19]=[CH2:20])[CH2:15][CH:16]=[CH2:17]. No catalyst specified. The yield is 0.850. (5) The reactants are [C:1]([C:5]1[NH:6][C:7]2[C:12]([CH:13]=1)=[CH:11][CH:10]=[C:9]([S:14]([CH3:17])(=[O:16])=[O:15])[CH:8]=2)([O:3][CH3:4])=[O:2].[F:18][C:19]1[CH:24]=[C:23]([F:25])[CH:22]=[CH:21][C:20]=1[SH:26].C1C=CC(I(OC(C(F)(F)F)=O)OC(C(F)(F)F)=O)=CC=1. The catalyst is FC(F)(F)C(O)C(F)(F)F. The product is [CH3:4][O:3][C:1]([C:5]1[NH:6][C:7]2[C:12]([C:13]=1[S:26][C:20]1[CH:21]=[CH:22][C:23]([F:25])=[CH:24][C:19]=1[F:18])=[CH:11][CH:10]=[C:9]([S:14]([CH3:17])(=[O:15])=[O:16])[CH:8]=2)=[O:2]. The yield is 0.880. (6) The reactants are [CH3:1][O:2][C:3](=[O:15])[C:4]1[CH:9]=[CH:8][C:7]([C:10](=O)[CH:11](Br)[F:12])=[CH:6][CH:5]=1.[CH3:16][N:17]1[CH2:22][CH2:21][N:20]([C:23](=[S:25])[NH2:24])[CH2:19][CH2:18]1. The catalyst is C(O)C. The product is [CH3:1][O:2][C:3](=[O:15])[C:4]1[CH:9]=[CH:8][C:7]([C:10]2[N:24]=[C:23]([N:20]3[CH2:21][CH2:22][N:17]([CH3:16])[CH2:18][CH2:19]3)[S:25][C:11]=2[F:12])=[CH:6][CH:5]=1. The yield is 0.740.